From a dataset of Reaction yield outcomes from USPTO patents with 853,638 reactions. Predict the reaction yield, written as a fraction of the theoretical maximum amount of product (1.0 means a 100% yield; for example, 0.34 means a 34% yield). (1) The catalyst is CO.O1CCCC1. The reactants are [OH-:1].[Li+].C([N:6]1[C:14]2[C:9](=[CH:10][C:11](CC([O-])=O)=[CH:12][C:13]=2[CH3:15])[CH:8]=[N:7]1)(=O)C.[Cl-].[NH4+]. The yield is 0.930. The product is [CH3:15][C:13]1[CH:12]=[C:11]([OH:1])[CH:10]=[C:9]2[C:14]=1[NH:6][N:7]=[CH:8]2. (2) The reactants are [N:1]1[C:10]2[C:5](=[CH:6][C:7]([C:11]([O:13]C)=O)=[CH:8][CH:9]=2)[CH:4]=[CH:3][CH:2]=1.[NH3:15]. The catalyst is CO. The product is [N:1]1[C:10]2[C:5](=[CH:6][C:7]([C:11]([NH2:15])=[O:13])=[CH:8][CH:9]=2)[CH:4]=[CH:3][CH:2]=1. The yield is 0.880. (3) The reactants are [Cl:1][C:2]1[CH:6]=[CH:5][S:4][C:3]=1[C:7]1[N:11]2[N:12]=[C:13]([CH3:21])[CH:14]=[C:15]([CH:16]([CH2:19][CH3:20])[CH2:17][CH3:18])[C:10]2=[N:9][C:8]=1[CH3:22].C1C(=O)N([I:30])C(=O)C1. The catalyst is CC#N. The yield is 0.900. The product is [Cl:1][C:2]1[CH:6]=[C:5]([I:30])[S:4][C:3]=1[C:7]1[N:11]2[N:12]=[C:13]([CH3:21])[CH:14]=[C:15]([CH:16]([CH2:17][CH3:18])[CH2:19][CH3:20])[C:10]2=[N:9][C:8]=1[CH3:22]. (4) The reactants are [CH3:1][C@H:2]1[CH2:7][N:6]([CH:8]2[CH2:11][O:10][CH2:9]2)[C@H:5]([CH3:12])[CH2:4][N:3]1[C:13]1[CH:14]=[CH:15][C:16]([NH:19][C:20]2[C:25](=[O:26])[N:24]([CH3:27])[CH:23]=[C:22]([C:28]3[CH:35]=[C:34]([F:36])[CH:33]=[C:32]([N:37]4[CH:49]=[CH:48][N:40]5[C:41]6[CH2:42][CH2:43][CH2:44][CH2:45][C:46]=6[CH:47]=[C:39]5[C:38]4=[O:50])[C:29]=3[CH:30]=[O:31])[CH:21]=2)=[N:17][CH:18]=1.[BH4-].[Na+].O. The catalyst is CO. The product is [CH3:1][C@H:2]1[CH2:7][N:6]([CH:8]2[CH2:11][O:10][CH2:9]2)[C@H:5]([CH3:12])[CH2:4][N:3]1[C:13]1[CH:14]=[CH:15][C:16]([NH:19][C:20]2[C:25](=[O:26])[N:24]([CH3:27])[CH:23]=[C:22]([C:28]3[C:29]([CH2:30][OH:31])=[C:32]([N:37]4[CH:49]=[CH:48][N:40]5[C:41]6[CH2:42][CH2:43][CH2:44][CH2:45][C:46]=6[CH:47]=[C:39]5[C:38]4=[O:50])[CH:33]=[C:34]([F:36])[CH:35]=3)[CH:21]=2)=[N:17][CH:18]=1. The yield is 0.400. (5) The reactants are [Cl:1][C:2]1[CH:9]=[C:8](F)[CH:7]=[CH:6][C:3]=1[C:4]#[N:5].[CH:11]1([CH2:14][C@@H:15]([C:17]([OH:19])=[O:18])[NH2:16])[CH2:13][CH2:12]1.C(=O)([O-])[O-].[Cs+].[Cs+].C(OCC)(=O)C. The catalyst is CS(C)=O. The product is [Cl:1][C:2]1[CH:9]=[C:8]([NH:16][C@H:15]([C:17]([OH:19])=[O:18])[CH2:14][CH:11]2[CH2:13][CH2:12]2)[CH:7]=[CH:6][C:3]=1[C:4]#[N:5]. The yield is 1.00. (6) The reactants are [CH3:1][O:2][C:3]1[CH:8]=[CH:7][CH:6]=[CH:5][C:4]=1[C:9]1[CH:17]=[C:16]2[C:12]([CH2:13][C:14](=[O:18])[NH:15]2)=[CH:11][CH:10]=1.[CH3:19][N:20]([CH3:40])[CH2:21][CH2:22][NH:23][C:24]([C:26]1[C:30](C2C=CC=CC=2)=[C:29]([CH:37]=O)[NH:28][C:27]=1[CH3:39])=[O:25]. No catalyst specified. The product is [CH3:19][N:20]([CH3:40])[CH2:21][CH2:22][NH:23][C:24]([C:26]1[CH2:30][C:29]([CH:37]=[C:13]2[C:12]3[C:16](=[CH:17][C:9]([C:4]4[CH:5]=[CH:6][CH:7]=[CH:8][C:3]=4[O:2][CH3:1])=[CH:10][CH:11]=3)[NH:15][C:14]2=[O:18])=[N:28][C:27]=1[CH3:39])=[O:25]. The yield is 0.440. (7) The reactants are [Br:1][CH2:2][CH2:3][CH2:4][CH2:5][CH2:6][C:7]1[CH:12]=[CH:11][C:10]([C:13]2[CH:18]=[CH:17][CH:16]=[CH:15][CH:14]=2)=[CH:9][CH:8]=1.[N:19]1[C:28]2[C:23](=[CH:24][CH:25]=[CH:26][CH:27]=2)[CH:22]=[CH:21][CH:20]=1. No catalyst specified. The product is [Br-:1].[C:10]1([C:13]2[CH:18]=[CH:17][CH:16]=[CH:15][CH:14]=2)[CH:11]=[CH:12][C:7]([CH2:6][CH2:5][CH2:4][CH2:3][CH2:2][N+:19]2[C:28]3[C:23](=[CH:24][CH:25]=[CH:26][CH:27]=3)[CH:22]=[CH:21][CH:20]=2)=[CH:8][CH:9]=1. The yield is 0.640.